The task is: Regression. Given a peptide amino acid sequence and an MHC pseudo amino acid sequence, predict their binding affinity value. This is MHC class I binding data.. This data is from Peptide-MHC class I binding affinity with 185,985 pairs from IEDB/IMGT. (1) The peptide sequence is KNWMTQTLL. The MHC is HLA-A02:02 with pseudo-sequence HLA-A02:02. The binding affinity (normalized) is 0.223. (2) The peptide sequence is IMANRAQVL. The MHC is HLA-B18:01 with pseudo-sequence HLA-B18:01. The binding affinity (normalized) is 0.0847. (3) The peptide sequence is FMYSTAATI. The MHC is HLA-A02:02 with pseudo-sequence HLA-A02:02. The binding affinity (normalized) is 0.502. (4) The peptide sequence is PIQKETWETW. The MHC is HLA-A68:01 with pseudo-sequence HLA-A68:01. The binding affinity (normalized) is 0.0414.